The task is: Predict which catalyst facilitates the given reaction.. This data is from Catalyst prediction with 721,799 reactions and 888 catalyst types from USPTO. (1) Reactant: [NH2:1][C:2]1[C:15]2[C:6](=[CH:7][C:8]3[C:9]4[C:14]=2[C:13](=[O:16])[N:12]([CH2:17][CH2:18][N:19]([CH3:21])[CH3:20])[C:11](=[O:22])[C:10]=4[CH:23]=[CH:24][CH:25]=3)[CH:5]=[CH:4][CH:3]=1.C(N(CC)CC)C.Cl[C:34]([O:36][CH2:37][CH:38]=[CH2:39])=[O:35].C(Cl)Cl.CO. Product: [CH3:21][N:19]([CH3:20])[CH2:18][CH2:17][N:12]1[C:11](=[O:22])[C:10]2[CH:23]=[CH:24][CH:25]=[C:8]3[C:9]=2[C:14](=[C:15]2[C:2]([NH:1][C:34](=[O:35])[O:36][CH2:37][CH:38]=[CH2:39])=[CH:3][CH:4]=[CH:5][C:6]2=[CH:7]3)[C:13]1=[O:16]. The catalyst class is: 4. (2) Reactant: Cl[C:2]1[N:7]=[CH:6][C:5]([CH2:8][C:9]2[C:10]([CH3:20])=[CH:11][C:12]([OH:19])=[C:13]([CH:18]=2)[C:14]([O:16][CH3:17])=[O:15])=[CH:4][CH:3]=1.C1COCC1.[CH3:26][N:27]1[CH:31]=[C:30](B2OC(C)(C)C(C)(C)O2)[C:29]([CH3:41])=[N:28]1.C(=O)([O-])[O-].[K+].[K+]. Product: [CH3:26][N:27]1[CH:31]=[C:30]([C:2]2[N:7]=[CH:6][C:5]([CH2:8][C:9]3[C:10]([CH3:20])=[CH:11][C:12]([OH:19])=[C:13]([CH:18]=3)[C:14]([O:16][CH3:17])=[O:15])=[CH:4][CH:3]=2)[C:29]([CH3:41])=[N:28]1. The catalyst class is: 103. (3) Reactant: [CH3:1][N:2]1[CH2:7][CH2:6][N:5]([C@H:8]2[CH2:13][CH2:12][C@H:11]([N:14]3[C:18]4=[N:19][CH:20]=[N:21][C:22]([NH2:23])=[C:17]4[C:16]([C:24]4[CH:25]=[N:26][C:27]([O:30][C:31]5[CH:36]=[CH:35][CH:34]=[CH:33][CH:32]=5)=[N:28][CH:29]=4)=[N:15]3)[CH2:10][CH2:9]2)[CH2:4][CH2:3]1.[C:37]([OH:44])(=[O:43])/[CH:38]=[CH:39]\[C:40]([OH:42])=[O:41]. Product: [C:37]([OH:44])(=[O:43])/[CH:38]=[CH:39]\[C:40]([OH:42])=[O:41].[C:37]([OH:44])(=[O:43])/[CH:38]=[CH:39]\[C:40]([OH:42])=[O:41].[CH3:1][N:2]1[CH2:7][CH2:6][N:5]([C@H:8]2[CH2:13][CH2:12][C@H:11]([N:14]3[C:18]4=[N:19][CH:20]=[N:21][C:22]([NH2:23])=[C:17]4[C:16]([C:24]4[CH:25]=[N:26][C:27]([O:30][C:31]5[CH:32]=[CH:33][CH:34]=[CH:35][CH:36]=5)=[N:28][CH:29]=4)=[N:15]3)[CH2:10][CH2:9]2)[CH2:4][CH2:3]1. The catalyst class is: 8.